This data is from Full USPTO retrosynthesis dataset with 1.9M reactions from patents (1976-2016). The task is: Predict the reactants needed to synthesize the given product. (1) Given the product [N:1]1[CH:6]=[CH:5][CH:4]=[N:3][C:2]=1[C:7]1[CH:19]=[CH:18][C:10]2[S:11][C:12]([C:14]([OH:16])=[O:15])=[CH:13][C:9]=2[CH:8]=1, predict the reactants needed to synthesize it. The reactants are: [N:1]1[CH:6]=[CH:5][CH:4]=[N:3][C:2]=1[C:7]1[CH:19]=[CH:18][C:10]2[S:11][C:12]([C:14]([O:16]C)=[O:15])=[CH:13][C:9]=2[CH:8]=1.O.[OH-].[Li+].O. (2) Given the product [C:1]([CH2:3][C:4]1([N:22]2[CH:26]=[C:25]([C:27]3[C:28]4[CH:35]=[CH:34][N:33]([CH2:36][O:37][CH2:38][CH2:39][Si:40]([CH3:43])([CH3:42])[CH3:41])[C:29]=4[N:30]=[CH:31][N:32]=3)[CH:24]=[N:23]2)[CH2:5][N:6]([C:8]2([CH3:21])[CH2:9][CH2:10][N:11]([C:14]([O:16][C:17]([CH3:20])([CH3:19])[CH3:18])=[O:15])[CH2:12][CH2:13]2)[CH2:7]1)#[N:2], predict the reactants needed to synthesize it. The reactants are: [C:1]([CH:3]=[C:4]1[CH2:7][N:6]([C:8]2([CH3:21])[CH2:13][CH2:12][N:11]([C:14]([O:16][C:17]([CH3:20])([CH3:19])[CH3:18])=[O:15])[CH2:10][CH2:9]2)[CH2:5]1)#[N:2].[NH:22]1[CH:26]=[C:25]([C:27]2[C:28]3[CH:35]=[CH:34][N:33]([CH2:36][O:37][CH2:38][CH2:39][Si:40]([CH3:43])([CH3:42])[CH3:41])[C:29]=3[N:30]=[CH:31][N:32]=2)[CH:24]=[N:23]1.N12CCCN=C1CCCCC2. (3) Given the product [NH2:25][C:22]1[CH:23]=[CH:24][C:19]([O:18][C:14]2[CH:13]=[C:12]([NH:11][C:9](=[O:10])[C:8]3[CH:30]=[CH:31][CH:32]=[C:6]([C:3]([C:1]#[N:2])([CH3:4])[CH3:5])[CH:7]=3)[CH:17]=[CH:16][CH:15]=2)=[C:20]([C:28]#[N:29])[CH:21]=1, predict the reactants needed to synthesize it. The reactants are: [C:1]([C:3]([C:6]1[CH:7]=[C:8]([CH:30]=[CH:31][CH:32]=1)[C:9]([NH:11][C:12]1[CH:17]=[CH:16][CH:15]=[C:14]([O:18][C:19]2[CH:24]=[CH:23][C:22]([N+:25]([O-])=O)=[CH:21][C:20]=2[C:28]#[N:29])[CH:13]=1)=[O:10])([CH3:5])[CH3:4])#[N:2].[Cl-].[Ca+2].[Cl-].O. (4) Given the product [OH:8][NH:9][C:10]([C:12]1[N:13]=[CH:14][N:15]2[C:20](=[O:21])[N:19]([CH3:22])[N:18]=[N:17][C:16]=12)=[O:11], predict the reactants needed to synthesize it. The reactants are: C([O:8][NH:9][C:10]([C:12]1[N:13]=[CH:14][N:15]2[C:20](=[O:21])[N:19]([CH3:22])[N:18]=[N:17][C:16]=12)=[O:11])C1C=CC=CC=1. (5) Given the product [CH:1]1([NH:4][C:5](=[O:30])[C:6]2[CH:11]=[C:10]([CH2:12][C:13]3[C:14](=[O:25])[C:15]([O:23][CH3:24])=[C:16]([O:21][CH3:22])[C:17](=[O:20])[C:18]=3[CH3:19])[CH:9]=[CH:8][C:7]=2[OH:26])[CH2:3][CH2:2]1, predict the reactants needed to synthesize it. The reactants are: [CH:1]1([NH:4][C:5](=[O:30])[C:6]2[CH:11]=[C:10]([CH2:12][C:13]3[C:14](=[O:25])[C:15]([O:23][CH3:24])=[C:16]([O:21][CH3:22])[C:17](=[O:20])[C:18]=3[CH3:19])[CH:9]=[CH:8][C:7]=2[O:26]C(=O)C)[CH2:3][CH2:2]1.C(=O)([O-])O.[Na+]. (6) Given the product [NH:27]([C:28]([O:1][CH2:2][C:3]1[CH:4]=[C:5]([CH:16]=[CH:17][C:18]=1[O:19][CH3:20])[CH2:6][CH:7]([C:8]([O:10][CH3:11])=[O:9])[C:12]([O:14][CH3:15])=[O:13])=[O:29])[C:21]1[CH:26]=[CH:25][CH:24]=[CH:23][CH:22]=1, predict the reactants needed to synthesize it. The reactants are: [OH:1][CH2:2][C:3]1[CH:4]=[C:5]([CH:16]=[CH:17][C:18]=1[O:19][CH3:20])[CH2:6][CH:7]([C:12]([O:14][CH3:15])=[O:13])[C:8]([O:10][CH3:11])=[O:9].[C:21]1([N:27]=[C:28]=[O:29])[CH:26]=[CH:25][CH:24]=[CH:23][CH:22]=1. (7) Given the product [CH3:25][O:24][C:21]1[CH:20]=[CH:19][C:18]([C:15]2[CH:14]=[N:13][C:12]([NH:11][C:9]3[CH:8]=[N:7][C:6]([CH3:26])=[C:5]([CH:10]=3)[C:4]([OH:27])=[O:3])=[N:17][CH:16]=2)=[CH:23][CH:22]=1, predict the reactants needed to synthesize it. The reactants are: C([O:3][C:4](=[O:27])[C:5]1[CH:10]=[C:9]([NH:11][C:12]2[N:17]=[CH:16][C:15]([C:18]3[CH:23]=[CH:22][C:21]([O:24][CH3:25])=[CH:20][CH:19]=3)=[CH:14][N:13]=2)[CH:8]=[N:7][C:6]=1[CH3:26])C.CO.O.[Li+].[OH-]. (8) Given the product [N+:18]([O-:21])([OH:20])=[O:19].[CH2:4]([O:6][C:7](=[O:16])[C:8]1[CH:13]=[CH:12][C:11]([CH3:14])=[C:10]([NH:1][CH:2]=[N:3][NH2:22])[CH:9]=1)[CH3:5], predict the reactants needed to synthesize it. The reactants are: [N:1]#[C:2][NH2:3].[CH2:4]([O:6][C:7](=[O:16])[C:8]1[CH:13]=[CH:12][C:11]([CH3:14])=[C:10](N)[CH:9]=1)[CH3:5].Cl.[N+:18]([O-:21])([O-:20])=[O:19].[NH4+:22]. (9) Given the product [Br:12][C:9]1[CH:10]=[CH:11][C:2]([NH:1][CH2:13][C:14]2[CH:19]=[CH:18][C:17]([O:20][CH3:21])=[CH:16][CH:15]=2)=[C:3]([CH:8]=1)[C:4]([O:6][CH3:7])=[O:5], predict the reactants needed to synthesize it. The reactants are: [NH2:1][C:2]1[CH:11]=[CH:10][C:9]([Br:12])=[CH:8][C:3]=1[C:4]([O:6][CH3:7])=[O:5].[CH:13](=O)[C:14]1[CH:19]=[CH:18][C:17]([O:20][CH3:21])=[CH:16][CH:15]=1.C(O)(=O)C.C(O[BH-](OC(=O)C)OC(=O)C)(=O)C.[Na+].C(=O)(O)[O-].[Na+].